From a dataset of Catalyst prediction with 721,799 reactions and 888 catalyst types from USPTO. Predict which catalyst facilitates the given reaction. (1) Reactant: [C:1]1([CH2:7][NH:8][C:9]([CH:11]([C:17]([O:19]CC)=O)[C:12]([O:14][CH2:15][CH3:16])=[O:13])=[O:10])[CH:6]=[CH:5][CH:4]=[CH:3][CH:2]=1.[H-].[Na+].[CH3:24][O:25][C:26]1[CH:35]=[C:34]([O:36][CH3:37])[CH:33]=[CH:32][C:27]=1[CH2:28][N:29]=[C:30]=[O:31].Cl. Product: [CH3:24][O:25][C:26]1[CH:35]=[C:34]([O:36][CH3:37])[CH:33]=[CH:32][C:27]=1[CH2:28][N:29]1[C:17]([OH:19])=[C:11]([C:12]([O:14][CH2:15][CH3:16])=[O:13])[C:9](=[O:10])[N:8]([CH2:7][C:1]2[CH:2]=[CH:3][CH:4]=[CH:5][CH:6]=2)[C:30]1=[O:31]. The catalyst class is: 7. (2) Reactant: [CH3:1][N:2]([CH3:48])[CH2:3][C:4]([N:6]1[C:14]2[C:9](=[CH:10][C:11]([O:46][CH3:47])=[C:12]([NH:15][C:16]3[N:29]4[C:20](=[N:21][C:22]5[C:27]([C:28]4=[O:30])=[C:26]([F:31])[C:25]([F:32])=[CH:24][CH:23]=5)[C:19]4[CH:33]=[CH:34][N:35]([S:36]([C:39]5[CH:44]=[CH:43][C:42]([CH3:45])=[CH:41][CH:40]=5)(=[O:38])=[O:37])[C:18]=4[N:17]=3)[CH:13]=2)[CH2:8][CH2:7]1)=[O:5].[CH3:49][NH2:50]. Product: [CH3:48][N:2]([CH3:1])[CH2:3][C:4]([N:6]1[C:14]2[C:9](=[CH:10][C:11]([O:46][CH3:47])=[C:12]([NH:15][C:16]3[N:29]=[C:20]([NH:21][C:22]4[C:27]([C:28]([NH:50][CH3:49])=[O:30])=[C:26]([F:31])[C:25]([F:32])=[CH:24][CH:23]=4)[C:19]4[CH:33]=[CH:34][N:35]([S:36]([C:39]5[CH:40]=[CH:41][C:42]([CH3:45])=[CH:43][CH:44]=5)(=[O:37])=[O:38])[C:18]=4[N:17]=3)[CH:13]=2)[CH2:8][CH2:7]1)=[O:5]. The catalyst class is: 56.